Dataset: Reaction yield outcomes from USPTO patents with 853,638 reactions. Task: Predict the reaction yield, written as a fraction of the theoretical maximum amount of product (1.0 means a 100% yield; for example, 0.34 means a 34% yield). (1) The reactants are [F:1][C:2]([F:9])([F:8])[C:3]1[CH:7]=[CH:6][NH:5][N:4]=1.[Cl:10][C:11]1[CH:18]=[C:17](F)[CH:16]=[CH:15][C:12]=1[CH:13]=[O:14].C(=O)([O-])[O-].[K+].[K+].O. The catalyst is CN(C)C=O. The product is [Cl:10][C:11]1[CH:18]=[C:17]([C:7]2[C:3]([C:2]([F:9])([F:8])[F:1])=[N:4][NH:5][CH:6]=2)[CH:16]=[CH:15][C:12]=1[CH:13]=[O:14]. The yield is 0.872. (2) The reactants are [NH2:1][C@@H:2]1[C:12]2=[C:13]3[C:8](=[CH:9][CH:10]=[C:11]2[F:14])[CH:7]=[CH:6][C:5](=[O:15])[N:4]3[CH2:3]1.[OH2:16]. The catalyst is C(Cl)Cl.CO.C(Cl)Cl. The product is [C:8]([O:16][C:5](=[O:15])[NH:4][CH2:3][CH2:2][NH:1][C@@H:2]1[C:12]2=[C:13]3[C:8](=[CH:9][CH:10]=[C:11]2[F:14])[CH:7]=[CH:6][C:5](=[O:15])[N:4]3[CH2:3]1)([CH3:13])([CH3:9])[CH3:7]. The yield is 0.900.